This data is from Forward reaction prediction with 1.9M reactions from USPTO patents (1976-2016). The task is: Predict the product of the given reaction. (1) Given the reactants [F:1][C:2]1[CH:7]=[CH:6][C:5]([N:8]2[C:11](=[O:12])[C@H:10]([S:13][CH2:14][C:15]([C:17]3[CH:22]=[CH:21][C:20]([F:23])=[CH:19][CH:18]=3)=[O:16])[C@H:9]2[C:24]2[CH:38]=[CH:37][C:27]([O:28][CH2:29]C(NCC(O)=O)=O)=[CH:26][CH:25]=2)=[CH:4][CH:3]=1.[CH3:39][N:40]1CC[O:43][CH2:42][CH2:41]1.CN(C([O:53]N1N=NC2C=CC=CC1=2)=[N+](C)C)C.[B-](F)(F)(F)F.FC(F)(F)C(O)=O.[CH3:75][C:76]([CH3:88])([C:82]1[CH:87]=[CH:86][CH:85]=[CH:84][CH:83]=1)[C@H:77]([C:79]([OH:81])=[O:80])[NH2:78], predict the reaction product. The product is: [F:1][C:2]1[CH:3]=[CH:4][C:5]([N:8]2[C:11](=[O:12])[C@H:10]([S:13][CH2:14][CH:15]([C:17]3[CH:18]=[CH:19][C:20]([F:23])=[CH:21][CH:22]=3)[OH:16])[C@H:9]2[C:24]2[CH:25]=[CH:26][C:27]([O:28][CH2:29][C:39]([NH:40][CH2:41][C:42]([NH:78][C@@H:77]([C:79]([OH:81])=[O:80])[C:76]([CH3:88])([CH3:75])[C:82]3[CH:87]=[CH:86][CH:85]=[CH:84][CH:83]=3)=[O:43])=[O:53])=[CH:37][CH:38]=2)=[CH:6][CH:7]=1. (2) Given the reactants O.[OH-].[Li+].C[O:5][C:6]([C@@H:8]1[CH2:12][C:11]([F:14])([F:13])[CH2:10][N:9]1[C:15]([O:17][C:18]([CH3:21])([CH3:20])[CH3:19])=[O:16])=[O:7].C(#N)C, predict the reaction product. The product is: [C:18]([O:17][C:15]([N:9]1[CH2:10][C:11]([F:13])([F:14])[CH2:12][C@H:8]1[C:6]([OH:7])=[O:5])=[O:16])([CH3:21])([CH3:19])[CH3:20]. (3) The product is: [F:30][C:27]1[CH:28]=[CH:29][C:24]([C:9]2[C:10]3[C:15]([N:16]4[CH2:21][CH2:20][CH:19]([OH:22])[CH2:18][CH2:17]4)=[N:14][CH:13]=[N:12][C:11]=3[O:23][C:8]=2[C:5]2[CH:6]=[N:7][C:2]([NH:31][CH2:32][CH2:33][OH:34])=[CH:3][CH:4]=2)=[CH:25][CH:26]=1. Given the reactants Cl[C:2]1[N:7]=[CH:6][C:5]([C:8]2[O:23][C:11]3[N:12]=[CH:13][N:14]=[C:15]([N:16]4[CH2:21][CH2:20][CH:19]([OH:22])[CH2:18][CH2:17]4)[C:10]=3[C:9]=2[C:24]2[CH:29]=[CH:28][C:27]([F:30])=[CH:26][CH:25]=2)=[CH:4][CH:3]=1.[NH2:31][CH2:32][CH2:33][OH:34], predict the reaction product. (4) Given the reactants [C:1]([N:8]1[CH2:12][CH2:11][CH2:10][CH:9]1[CH2:13][O:14][C:15]1[CH:20]=[C:19]([C:21]([F:24])([F:23])[F:22])[CH:18]=[C:17]([NH2:25])[CH:16]=1)([O:3][C:4]([CH3:7])([CH3:6])[CH3:5])=[O:2].C(N1CCC(OC2C=C(C(F)(F)F)C=C(N[C:51]([C:53]3[C:54]([F:59])=[N:55][CH:56]=[CH:57][CH:58]=3)=[O:52])C=2)CC1)(OC(C)(C)C)=O, predict the reaction product. The product is: [C:1]([N:8]1[CH2:12][CH2:11][CH2:10][CH:9]1[CH2:13][O:14][C:15]1[CH:20]=[C:19]([C:21]([F:24])([F:23])[F:22])[CH:18]=[C:17]([NH:25][C:51]([C:53]2[C:54]([F:59])=[N:55][CH:56]=[CH:57][CH:58]=2)=[O:52])[CH:16]=1)([O:3][C:4]([CH3:6])([CH3:7])[CH3:5])=[O:2]. (5) Given the reactants [CH3:1][N:2]1[C:6]([CH3:7])=[C:5]([C:8]([OH:10])=O)[CH:4]=[N:3]1.S(Cl)(Cl)=O.[NH2:15][C:16]1[CH:17]=[C:18]([CH:31]=[CH:32][CH:33]=1)[C:19]([C:21]1[CH:29]=[C:28]2[C:24]([CH2:25][C:26](=[O:30])[NH:27]2)=[CH:23][CH:22]=1)=[O:20], predict the reaction product. The product is: [O:30]=[C:26]1[CH2:25][C:24]2[C:28](=[CH:29][C:21]([C:19]([C:18]3[CH:17]=[C:16]([NH:15][C:8]([C:5]4[CH:4]=[N:3][N:2]([CH3:1])[C:6]=4[CH3:7])=[O:10])[CH:33]=[CH:32][CH:31]=3)=[O:20])=[CH:22][CH:23]=2)[NH:27]1. (6) Given the reactants [C:1](Cl)(=[O:3])[CH3:2].[Br:5][C:6]1[CH:7]=[C:8]([O:12][CH3:13])[CH:9]=[CH:10][CH:11]=1, predict the reaction product. The product is: [Br:5][C:6]1[CH:7]=[C:8]([O:12][CH3:13])[CH:9]=[CH:10][C:11]=1[C:1](=[O:3])[CH3:2]. (7) The product is: [CH2:17]([NH:16][C:14](=[O:15])[NH:13][C:6]1[N:7]=[CH:8][C:9]2[C:4]([CH:5]=1)=[CH:3][C:2]([NH:1][CH2:27][C:26]1[CH:25]=[CH:24][C:23]([NH:22][C:19](=[O:21])[CH3:20])=[CH:30][CH:29]=1)=[CH:11][C:10]=2[CH3:12])[CH3:18]. Given the reactants [NH2:1][C:2]1[CH:3]=[C:4]2[C:9](=[C:10]([CH3:12])[CH:11]=1)[CH:8]=[N:7][C:6]([NH:13][C:14]([NH:16][CH2:17][CH3:18])=[O:15])=[CH:5]2.[C:19]([NH:22][C:23]1[CH:30]=[CH:29][C:26]([CH:27]=O)=[CH:25][CH:24]=1)(=[O:21])[CH3:20], predict the reaction product. (8) Given the reactants [C:1]1([CH2:7]/[CH:8]=[CH:9]/[C@H:10]([C:17]2[CH:22]=[CH:21][C:20]([O:23]C3CCCCO3)=[CH:19][CH:18]=2)[CH2:11][C:12]([O:14][CH2:15][CH3:16])=[O:13])[CH:6]=[CH:5][CH:4]=[CH:3][CH:2]=1.CC1C=CC(S([O-])(=O)=O)=CC=1.C1C=C[NH+]=CC=1, predict the reaction product. The product is: [OH:23][C:20]1[CH:19]=[CH:18][C:17]([C@@H:10](/[CH:9]=[CH:8]/[CH2:7][C:1]2[CH:2]=[CH:3][CH:4]=[CH:5][CH:6]=2)[CH2:11][C:12]([O:14][CH2:15][CH3:16])=[O:13])=[CH:22][CH:21]=1. (9) The product is: [Si:33]([O:12][C:13]([CH3:26])([CH3:25])[CH2:14][C:15]([O:17][CH2:18][C:19]1[CH:24]=[CH:23][CH:22]=[CH:21][CH:20]=1)=[O:16])([C:36]([CH3:39])([CH3:38])[CH3:37])([CH3:35])[CH3:34]. Given the reactants N1C(C)=CC=CC=1C.C(Cl)Cl.[OH:12][C:13]([CH3:26])([CH3:25])[CH2:14][C:15]([O:17][CH2:18][C:19]1[CH:24]=[CH:23][CH:22]=[CH:21][CH:20]=1)=[O:16].FC(F)(F)S(O[Si:33]([C:36]([CH3:39])([CH3:38])[CH3:37])([CH3:35])[CH3:34])(=O)=O, predict the reaction product. (10) Given the reactants [H-].[Na+].[OH:3][CH2:4][C:5]([C:7]1[CH:12]=[CH:11][CH:10]=[CH:9][CH:8]=1)=[O:6].Cl[C:14]1[N:15]([CH3:27])[C:16](=[O:26])[CH:17]=[C:18]([C:20]2[CH:25]=[CH:24][N:23]=[CH:22][N:21]=2)[N:19]=1, predict the reaction product. The product is: [CH3:27][N:15]1[C:16](=[O:26])[CH:17]=[C:18]([C:20]2[CH:25]=[CH:24][N:23]=[CH:22][N:21]=2)[N:19]=[C:14]1[O:3][CH2:4][C:5](=[O:6])[C:7]1[CH:12]=[CH:11][CH:10]=[CH:9][CH:8]=1.